Dataset: Catalyst prediction with 721,799 reactions and 888 catalyst types from USPTO. Task: Predict which catalyst facilitates the given reaction. (1) Reactant: [CH3:1][C:2]1[CH:7]=[C:6]([CH3:8])[CH:5]=[CH:4][C:3]=1[N:9]([CH2:21][CH:22]([CH3:24])[CH3:23])[S:10]([C:13]1[CH:18]=[CH:17][CH:16]=[C:15]([O:19]C)[CH:14]=1)(=[O:12])=[O:11].B(Br)(Br)Br.O. Product: [CH3:1][C:2]1[CH:7]=[C:6]([CH3:8])[CH:5]=[CH:4][C:3]=1[N:9]([CH2:21][CH:22]([CH3:24])[CH3:23])[S:10]([C:13]1[CH:18]=[CH:17][CH:16]=[C:15]([OH:19])[CH:14]=1)(=[O:11])=[O:12]. The catalyst class is: 4. (2) Reactant: [O:1]=[C:2]1[NH:7][N:6]=[CH:5][C:4]([N:8]2[CH2:13][CH2:12][CH:11]([C:14]3[CH:21]=[CH:20][CH:19]=[CH:18][C:15]=3[C:16]#[N:17])[CH2:10][CH2:9]2)=[C:3]1[C:22]([F:25])([F:24])[F:23].[C:26](O[C:26]([O:28][C:29]([CH3:32])([CH3:31])[CH3:30])=[O:27])([O:28][C:29]([CH3:32])([CH3:31])[CH3:30])=[O:27].C(N(CC)CC)C. Product: [C:16]([C:15]1[CH:18]=[CH:19][CH:20]=[CH:21][C:14]=1[CH:11]1[CH2:12][CH2:13][N:8]([C:4]2[CH:5]=[N:6][N:7]([C:26]([O:28][C:29]([CH3:32])([CH3:31])[CH3:30])=[O:27])[C:2](=[O:1])[C:3]=2[C:22]([F:24])([F:23])[F:25])[CH2:9][CH2:10]1)#[N:17]. The catalyst class is: 2. (3) Reactant: [NH2:1][C:2]1[N:7]=[C:6]([CH3:8])[CH:5]=[CH:4][CH:3]=1.[N+:9]([O-])([OH:11])=[O:10].[OH-].[Na+]. Product: [CH3:8][C:6]1[N:7]=[C:2]([NH2:1])[CH:3]=[CH:4][C:5]=1[N+:9]([O-:11])=[O:10]. The catalyst class is: 65. (4) Reactant: [CH3:1][C:2]([O-])([CH3:4])[CH3:3].[K+].[OH2:7].[Li+].[I-].[I-].[CH3:11]N(C)C(=[NH2+])N(C)C.[C:19]([C:22]1[CH:27]=[CH:26][CH:25]=[CH:24][CH:23]=1)(=[O:21])[CH3:20]. Product: [OH:7][CH:1]([C:2]([CH3:4])([CH3:11])[CH3:3])[CH2:20][C:19]([C:22]1[CH:27]=[CH:26][CH:25]=[CH:24][CH:23]=1)=[O:21]. The catalyst class is: 1. (5) Reactant: Cl.[NH2:2][CH2:3][C:4]1[CH:5]=[C:6]2[C:10](=[CH:11][CH:12]=1)[C:9](=[O:13])[N:8]([CH:14]1[CH2:19][CH2:18][C:17](=[O:20])[NH:16][C:15]1=[O:21])[CH2:7]2.[N+:22]([C:25]1[CH:26]=[C:27]([N:31]=[C:32]=[O:33])[CH:28]=[CH:29][CH:30]=1)([O-:24])=[O:23]. Product: [O:21]=[C:15]1[CH:14]([N:8]2[CH2:7][C:6]3[C:10](=[CH:11][CH:12]=[C:4]([CH2:3][NH:2][C:32]([NH:31][C:27]4[CH:28]=[CH:29][CH:30]=[C:25]([N+:22]([O-:24])=[O:23])[CH:26]=4)=[O:33])[CH:5]=3)[C:9]2=[O:13])[CH2:19][CH2:18][C:17](=[O:20])[NH:16]1. The catalyst class is: 10. (6) Reactant: [CH3:1][N:2]1[C:7](=[O:8])[N:6]2[CH:9]=[N:10][C:11]([C:12](Cl)=[O:13])=[C:5]2[N:4]=[N:3]1.Cl.[NH2:16][CH2:17][C:18]([C:20]1[CH:25]=[CH:24][CH:23]=[CH:22][CH:21]=1)=[O:19].CN(C=O)C. Product: [CH3:1][N:2]1[C:7](=[O:8])[N:6]2[CH:9]=[N:10][C:11]([C:12]([NH:16][CH2:17][C:18](=[O:19])[C:20]3[CH:25]=[CH:24][CH:23]=[CH:22][CH:21]=3)=[O:13])=[C:5]2[N:4]=[N:3]1. The catalyst class is: 17.